This data is from Reaction yield outcomes from USPTO patents with 853,638 reactions. The task is: Predict the reaction yield, written as a fraction of the theoretical maximum amount of product (1.0 means a 100% yield; for example, 0.34 means a 34% yield). The yield is 0.680. The reactants are Br[C:2]1[CH:11]=[C:10]([N+:12]([O-:14])=[O:13])[C:9]2[C:4](=[CH:5][CH:6]=[CH:7][CH:8]=2)[N:3]=1.[CH3:15][N:16]([C:24]1[CH:29]=[CH:28][C:27](B2OC(C)(C)C(C)(C)O2)=[CH:26][CH:25]=1)[C:17](=[O:23])[O:18][C:19]([CH3:22])([CH3:21])[CH3:20]. No catalyst specified. The product is [CH3:15][N:16]([C:24]1[CH:29]=[CH:28][C:27]([C:2]2[CH:11]=[C:10]([N+:12]([O-:14])=[O:13])[C:9]3[C:4](=[CH:5][CH:6]=[CH:7][CH:8]=3)[N:3]=2)=[CH:26][CH:25]=1)[C:17](=[O:23])[O:18][C:19]([CH3:22])([CH3:20])[CH3:21].